From a dataset of Full USPTO retrosynthesis dataset with 1.9M reactions from patents (1976-2016). Predict the reactants needed to synthesize the given product. (1) Given the product [CH2:1]([O:3][C:4](=[O:18])[CH:5]([S:7]([CH2:10][CH2:11][CH2:12][CH2:13][CH2:14][CH2:15][CH2:16][CH3:17])(=[O:9])=[O:8])[CH2:6][C:21]1[CH:22]=[CH:23][C:24]([O:25][CH2:26][CH2:27][N:28]2[CH2:29][CH2:30][CH2:31][CH2:32][CH2:33]2)=[CH:34][CH:35]=1)[CH3:2], predict the reactants needed to synthesize it. The reactants are: [CH2:1]([O:3][C:4](=[O:18])[CH:5]([S:7]([CH2:10][CH2:11][CH2:12][CH2:13][CH2:14][CH2:15][CH2:16][CH3:17])(=[O:9])=[O:8])[CH3:6])[CH3:2].ClC[C:21]1[CH:35]=[CH:34][C:24]([O:25][CH2:26][CH2:27][N:28]2[CH2:33][CH2:32][CH2:31][CH2:30][CH2:29]2)=[CH:23][CH:22]=1. (2) Given the product [CH3:81][N:82]([CH3:87])[CH2:83][C:84]([N:29]1[CH2:30][CH2:31][N:26]([C:23]2[CH:24]=[CH:25][C:20]([C:17]3[CH:18]=[C:19]4[C:11]([C:9]5[CH:8]=[N:7][N:6]([CH2:5][C:4]6[CH:42]=[CH:43][CH:44]=[C:2]([F:1])[CH:3]=6)[CH:10]=5)=[CH:12][N:13]([S:32]([C:35]5[CH:41]=[CH:40][C:38]([CH3:39])=[CH:37][CH:36]=5)(=[O:34])=[O:33])[C:14]4=[N:15][CH:16]=3)=[CH:21][N:22]=2)[CH2:27][CH2:28]1)=[O:85], predict the reactants needed to synthesize it. The reactants are: [F:1][C:2]1[CH:3]=[C:4]([CH:42]=[CH:43][CH:44]=1)[CH2:5][N:6]1[CH:10]=[C:9]([C:11]2[C:19]3[C:14](=[N:15][CH:16]=[C:17]([C:20]4[CH:21]=[N:22][C:23]([N:26]5[CH2:31][CH2:30][NH:29][CH2:28][CH2:27]5)=[CH:24][CH:25]=4)[CH:18]=3)[N:13]([S:32]([C:35]3[CH:41]=[CH:40][C:38]([CH3:39])=[CH:37][CH:36]=3)(=[O:34])=[O:33])[CH:12]=2)[CH:8]=[N:7]1.FC1C=C(C=CC=1)CN1C=C(C2C3C(=NC=C(C4C=NC(N5CCN(C)CC5)=CC=4)C=3)NC=2)C=N1.Cl.[CH3:81][N:82]([CH3:87])[CH2:83][C:84](O)=[O:85].CN(C(ON1N=NC2C=CC=NC1=2)=[N+](C)C)C.F[P-](F)(F)(F)(F)F.C1C=CC2N(O)N=NC=2C=1.CCN(C(C)C)C(C)C. (3) The reactants are: [CH2:1]([C:3]1[CH:19]=[CH:18][C:6]([CH2:7][NH:8][C:9]2[CH:17]=[CH:16][C:12]3[N:13]=[CH:14][NH:15][C:11]=3[CH:10]=2)=[CH:5][CH:4]=1)[CH3:2].[F:20][C:21]1[CH:22]=[C:23]([CH:26]=[C:27]([F:30])[C:28]=1[F:29])[CH2:24]Br.C([O-])([O-])=O.[K+].[K+]. Given the product [F:20][C:21]1[CH:22]=[C:23]([CH:26]=[C:27]([F:30])[C:28]=1[F:29])[CH2:24][N:8]([CH2:7][C:6]1[CH:18]=[CH:19][C:3]([CH2:1][CH3:2])=[CH:4][CH:5]=1)[C:9]1[CH:17]=[CH:16][C:12]2[NH:13][CH:14]=[N:15][C:11]=2[CH:10]=1, predict the reactants needed to synthesize it.